Dataset: Forward reaction prediction with 1.9M reactions from USPTO patents (1976-2016). Task: Predict the product of the given reaction. (1) Given the reactants [CH2:1]([O:8][C:9]([NH:11][C@@H:12]([CH3:29])[CH2:13][N:14]1[C:22]2[C:17](=[CH:18][CH:19]=[C:20]3[O:25][C:24]([C:26](O)=[O:27])=[CH:23][C:21]3=2)[CH:16]=[N:15]1)=[O:10])[C:2]1[CH:7]=[CH:6][CH:5]=[CH:4][CH:3]=1.O.O[N:32]1C2C=CC=CC=2N=N1.Cl.CN(C)CCCN=C=NCC.N.O1CCOCC1.[Cl-].[NH4+], predict the reaction product. The product is: [CH2:1]([O:8][C:9](=[O:10])[NH:11][C@@H:12]([CH3:29])[CH2:13][N:14]1[C:22]2[C:17](=[CH:18][CH:19]=[C:20]3[O:25][C:24]([C:26](=[O:27])[NH2:32])=[CH:23][C:21]3=2)[CH:16]=[N:15]1)[C:2]1[CH:3]=[CH:4][CH:5]=[CH:6][CH:7]=1. (2) Given the reactants [NH2:1][C:2]1[O:3][CH2:4][C@:5]2([N:28]=1)[C:18]1[CH:17]=[C:16]([O:19]C)[CH:15]=[CH:14][C:13]=1[O:12][C:11]1[C:6]2=[CH:7][C:8]([N:22]2[CH2:26][CH2:25][CH2:24][C:23]2=[O:27])=[CH:9][C:10]=1[F:21].C(Cl)Cl, predict the reaction product. The product is: [NH2:1][C:2]1[O:3][CH2:4][C@:5]2([N:28]=1)[C:18]1[CH:17]=[C:16]([OH:19])[CH:15]=[CH:14][C:13]=1[O:12][C:11]1[C:6]2=[CH:7][C:8]([N:22]2[CH2:26][CH2:25][CH2:24][C:23]2=[O:27])=[CH:9][C:10]=1[F:21]. (3) Given the reactants S([N:11]1[C:15]2=[N:16][CH:17]=[C:18]([NH:20][NH:21][C:22]([C@@H:24]3[CH2:28][CH2:27][C@H:26]([NH:29][C:30](=[O:36])[O:31][C:32]([CH3:35])([CH3:34])[CH3:33])[CH2:25]3)=O)[N:19]=[C:14]2[CH:13]=[CH:12]1)(C1C=CC(C)=CC=1)(=O)=O.O=S(Cl)Cl.C([O-])([O-])=O.[Na+].[Na+].O, predict the reaction product. The product is: [C:22]1([C@@H:24]2[CH2:28][CH2:27][C@H:26]([NH:29][C:30](=[O:36])[O:31][C:32]([CH3:35])([CH3:34])[CH3:33])[CH2:25]2)[N:19]2[C:14]3[CH:13]=[CH:12][NH:11][C:15]=3[N:16]=[CH:17][C:18]2=[N:20][N:21]=1. (4) Given the reactants [CH2:1]([O:3][C:4](=[O:41])[C:5]([CH2:26][CH2:27][CH2:28][CH2:29][C:30]([CH3:40])([CH3:39])[CH2:31][O:32]C1CCCCO1)([CH2:11][CH2:12][CH2:13][CH2:14][C:15]([CH3:25])([CH3:24])[CH2:16][O:17]C1CCCCO1)[C:6]([O:8][CH2:9][CH3:10])=[O:7])[CH3:2].Cl.C(O)C, predict the reaction product. The product is: [CH2:9]([O:8][C:6](=[O:7])[C:5]([CH2:26][CH2:27][CH2:28][CH2:29][C:30]([CH3:39])([CH3:40])[CH2:31][OH:32])([CH2:11][CH2:12][CH2:13][CH2:14][C:15]([CH3:24])([CH3:25])[CH2:16][OH:17])[C:4]([O:3][CH2:1][CH3:2])=[O:41])[CH3:10].